From a dataset of Full USPTO retrosynthesis dataset with 1.9M reactions from patents (1976-2016). Predict the reactants needed to synthesize the given product. (1) The reactants are: [CH:1]1([C:4]2[C:5]([N:24]([C:29]3[CH:30]=[CH:31][C:32]([N+:39]([O-:41])=[O:40])=[C:33]([CH2:35][C:36]([OH:38])=[O:37])[CH:34]=3)[S:25]([CH3:28])(=[O:27])=[O:26])=[CH:6][C:7]3[O:11][C:10]([C:12]4[CH:17]=[CH:16][C:15]([F:18])=[CH:14][CH:13]=4)=[C:9]([C:19](=[O:22])[NH:20][CH3:21])[C:8]=3[CH:23]=2)[CH2:3][CH2:2]1.[Si](C=[N+]=[N-])(C)(C)[CH3:43].CCCCCC. Given the product [CH:1]1([C:4]2[C:5]([N:24]([C:29]3[CH:30]=[CH:31][C:32]([N+:39]([O-:41])=[O:40])=[C:33]([CH2:35][C:36]([O:38][CH3:43])=[O:37])[CH:34]=3)[S:25]([CH3:28])(=[O:27])=[O:26])=[CH:6][C:7]3[O:11][C:10]([C:12]4[CH:17]=[CH:16][C:15]([F:18])=[CH:14][CH:13]=4)=[C:9]([C:19](=[O:22])[NH:20][CH3:21])[C:8]=3[CH:23]=2)[CH2:3][CH2:2]1, predict the reactants needed to synthesize it. (2) Given the product [Cl:11][C:10]1[CH:9]=[CH:8][C:4]([C:5]([OH:7])=[O:6])=[CH:3][C:2]=1[I:21], predict the reactants needed to synthesize it. The reactants are: N[C:2]1[CH:3]=[C:4]([CH:8]=[CH:9][C:10]=1[Cl:11])[C:5]([OH:7])=[O:6].Cl.CC(C)=O.N([O-])=O.[Na+].[I-:21].[K+].C([O-])(O)=O.[Na+]. (3) The reactants are: [Cl:1][C:2]1[CH:3]=[CH:4][C:5]2[N:11]3[CH:12]=[CH:13][CH:14]=[C:10]3[C@@H:9]([CH2:15][C:16]([O:18]C)=[O:17])[O:8][C@H:7]([C:20]3[C:29]4[C:24](=[CH:25][CH:26]=[CH:27][CH:28]=4)[CH:23]=[CH:22][CH:21]=3)[C:6]=2[CH:30]=1.CO.[OH-].[Na+].C(O)(=O)CC(CC(O)=O)(C(O)=O)O. Given the product [Cl:1][C:2]1[CH:3]=[CH:4][C:5]2[N:11]3[CH:12]=[CH:13][CH:14]=[C:10]3[C@@H:9]([CH2:15][C:16]([OH:18])=[O:17])[O:8][C@H:7]([C:20]3[C:29]4[C:24](=[CH:25][CH:26]=[CH:27][CH:28]=4)[CH:23]=[CH:22][CH:21]=3)[C:6]=2[CH:30]=1, predict the reactants needed to synthesize it. (4) Given the product [NH2:67][C:70]1[CH:71]=[CH:76][CH:75]=[CH:74][C:3]=1[NH:2][C:4](=[O:7])[C:36]1[CH:35]=[CH:34][C:33]([NH:40][C:12]2[N:13]=[C:14]([C:50]3[N:55]4[CH:54]=[CH:53][C:28]([O:25][CH2:24][CH2:23][N:21]([CH3:22])[CH3:20])=[CH:27][C:29]4=[N:56][C:51]=3[CH3:52])[CH:15]=[CH:16][N:17]=2)=[CH:38][CH:37]=1, predict the reactants needed to synthesize it. The reactants are: C[N:2]([CH:4]([O:7]C)OC)[CH3:3].C1CC[N:17]2[C:12](=[N:13][CH2:14][CH2:15][CH2:16]2)CC1.[CH3:20][N:21]([CH2:23][CH2:24][OH:25])[CH3:22].C[C:27]([O-])([CH3:29])[CH3:28].[K+].Cl.[C:33]1([NH2:40])[CH:38]=[CH:37][CH:36]=[CH:35][C:34]=1N.CN(C(ON1N=[N:56][C:51]2[CH:52]=[CH:53][CH:54]=[N:55][C:50]1=2)=[N+](C)C)C.F[P-](F)(F)(F)(F)F.C([N:67]([CH2:70][CH3:71])CC)C.CN1C(=O)[CH2:76][CH2:75][CH2:74]1. (5) The reactants are: Cl[C:2]1[N:3]=[N+:4]([O-:12])[C:5]2[CH:11]=[CH:10][CH:9]=[CH:8][C:6]=2[N:7]=1.[CH3:13][O:14][CH2:15][CH2:16][NH2:17]. Given the product [CH3:13][O:14][CH2:15][CH2:16][NH:17][C:2]1[N:3]=[N+:4]([O-:12])[C:5]2[CH:11]=[CH:10][CH:9]=[CH:8][C:6]=2[N:7]=1, predict the reactants needed to synthesize it.